Dataset: NCI-60 drug combinations with 297,098 pairs across 59 cell lines. Task: Regression. Given two drug SMILES strings and cell line genomic features, predict the synergy score measuring deviation from expected non-interaction effect. (1) Drug 2: CCCCC(=O)OCC(=O)C1(CC(C2=C(C1)C(=C3C(=C2O)C(=O)C4=C(C3=O)C=CC=C4OC)O)OC5CC(C(C(O5)C)O)NC(=O)C(F)(F)F)O. Cell line: HCT-15. Drug 1: CC1=C(C=C(C=C1)NC2=NC=CC(=N2)N(C)C3=CC4=NN(C(=C4C=C3)C)C)S(=O)(=O)N.Cl. Synergy scores: CSS=-3.00, Synergy_ZIP=1.12, Synergy_Bliss=-3.64, Synergy_Loewe=-3.98, Synergy_HSA=-6.00. (2) Synergy scores: CSS=11.1, Synergy_ZIP=-10.1, Synergy_Bliss=-4.10, Synergy_Loewe=-19.8, Synergy_HSA=-4.87. Drug 2: CC1=C2C(C(=O)C3(C(CC4C(C3C(C(C2(C)C)(CC1OC(=O)C(C(C5=CC=CC=C5)NC(=O)C6=CC=CC=C6)O)O)OC(=O)C7=CC=CC=C7)(CO4)OC(=O)C)O)C)OC(=O)C. Cell line: UACC-257. Drug 1: CC1C(C(CC(O1)OC2CC(CC3=C2C(=C4C(=C3O)C(=O)C5=C(C4=O)C(=CC=C5)OC)O)(C(=O)C)O)N)O.Cl. (3) Drug 1: CC1C(C(CC(O1)OC2CC(OC(C2O)C)OC3=CC4=CC5=C(C(=O)C(C(C5)C(C(=O)C(C(C)O)O)OC)OC6CC(C(C(O6)C)O)OC7CC(C(C(O7)C)O)OC8CC(C(C(O8)C)O)(C)O)C(=C4C(=C3C)O)O)O)O. Drug 2: CC1=C(N=C(N=C1N)C(CC(=O)N)NCC(C(=O)N)N)C(=O)NC(C(C2=CN=CN2)OC3C(C(C(C(O3)CO)O)O)OC4C(C(C(C(O4)CO)O)OC(=O)N)O)C(=O)NC(C)C(C(C)C(=O)NC(C(C)O)C(=O)NCCC5=NC(=CS5)C6=NC(=CS6)C(=O)NCCC[S+](C)C)O. Cell line: UO-31. Synergy scores: CSS=63.3, Synergy_ZIP=-6.18, Synergy_Bliss=-0.648, Synergy_Loewe=0.858, Synergy_HSA=1.55. (4) Drug 1: CC1=C(C=C(C=C1)NC2=NC=CC(=N2)N(C)C3=CC4=NN(C(=C4C=C3)C)C)S(=O)(=O)N.Cl. Drug 2: CS(=O)(=O)OCCCCOS(=O)(=O)C. Cell line: HCT116. Synergy scores: CSS=12.5, Synergy_ZIP=-5.99, Synergy_Bliss=-4.59, Synergy_Loewe=-5.49, Synergy_HSA=-5.47. (5) Drug 1: C1C(C(OC1N2C=NC3=C(N=C(N=C32)Cl)N)CO)O. Drug 2: C1CCC(C(C1)N)N.C(=O)(C(=O)[O-])[O-].[Pt+4]. Cell line: LOX IMVI. Synergy scores: CSS=54.2, Synergy_ZIP=-4.68, Synergy_Bliss=-2.08, Synergy_Loewe=-2.75, Synergy_HSA=-1.77.